Dataset: Reaction yield outcomes from USPTO patents with 853,638 reactions. Task: Predict the reaction yield, written as a fraction of the theoretical maximum amount of product (1.0 means a 100% yield; for example, 0.34 means a 34% yield). (1) The reactants are [Cl:1][C:2]1[C:3]([C:33](=[O:43])[N:34]([CH2:39][CH2:40][CH2:41][CH3:42])[CH2:35][CH2:36][CH2:37][CH3:38])=[N:4][N:5]([C:8]2[CH:16]=[CH:15][C:14]([C:17](=[O:32])[NH:18][S:19]([C:22]3[CH:31]=[CH:30][C:29]4[C:24](=[CH:25][CH:26]=[CH:27][CH:28]=4)[CH:23]=3)(=[O:21])=[O:20])=[CH:13][C:9]=2[C:10](O)=[O:11])[C:6]=1[CH3:7].[NH2:44][CH2:45][C:46]1[CH:52]=[CH:51][CH:50]=[CH:49][C:47]=1[NH2:48].C(Cl)CCl.ON1C2N=CC=CC=2N=N1. The catalyst is C(Cl)Cl.CN(C=O)C. The product is [NH2:48][C:47]1[CH:49]=[CH:50][CH:51]=[CH:52][C:46]=1[CH2:45][NH:44][C:10](=[O:11])[C:9]1[CH:13]=[C:14]([CH:15]=[CH:16][C:8]=1[N:5]1[C:6]([CH3:7])=[C:2]([Cl:1])[C:3]([C:33](=[O:43])[N:34]([CH2:39][CH2:40][CH2:41][CH3:42])[CH2:35][CH2:36][CH2:37][CH3:38])=[N:4]1)[C:17]([NH:18][S:19]([C:22]1[CH:31]=[CH:30][C:29]2[C:24](=[CH:25][CH:26]=[CH:27][CH:28]=2)[CH:23]=1)(=[O:21])=[O:20])=[O:32]. The yield is 0.600. (2) The reactants are C1(S([N:10]2[C:14]3[CH:15]=[N:16][C:17]([C:28]#[N:29])=[C:18]([O:19][CH:20]4[CH2:25][CH2:24][N:23]([CH2:26][CH3:27])[CH2:22][CH2:21]4)[C:13]=3[C:12]3[CH:30]=[C:31](Br)[CH:32]=[N:33][C:11]2=3)(=O)=O)C=CC=CC=1.[CH3:35]B1OB(C)OB(C)O1.C(=O)([O-])[O-].[Cs+].[Cs+]. The catalyst is O1CCOCC1. The product is [CH2:26]([N:23]1[CH2:24][CH2:25][CH:20]([O:19][C:18]2[C:13]3[C:12]4[CH:30]=[C:31]([CH3:35])[CH:32]=[N:33][C:11]=4[NH:10][C:14]=3[CH:15]=[N:16][C:17]=2[C:28]#[N:29])[CH2:21][CH2:22]1)[CH3:27]. The yield is 0.520. (3) The reactants are [OH-].[Li+].[F:3][C:4]([F:37])([F:36])[C:5]1[N:6]=[CH:7][N:8]([C:10]2[CH:35]=[CH:34][C:13]([O:14][CH:15]([C:19]3[CH:33]=[CH:32][C:22]([C:23]([NH:25][CH2:26][CH2:27][C:28]([O:30]C)=[O:29])=[O:24])=[CH:21][CH:20]=3)[CH2:16][CH2:17][CH3:18])=[CH:12][CH:11]=2)[CH:9]=1.Cl. The catalyst is O1CCCC1. The product is [F:37][C:4]([F:3])([F:36])[C:5]1[N:6]=[CH:7][N:8]([C:10]2[CH:35]=[CH:34][C:13]([O:14][CH:15]([C:19]3[CH:33]=[CH:32][C:22]([C:23]([NH:25][CH2:26][CH2:27][C:28]([OH:30])=[O:29])=[O:24])=[CH:21][CH:20]=3)[CH2:16][CH2:17][CH3:18])=[CH:12][CH:11]=2)[CH:9]=1. The yield is 0.980. (4) The reactants are BrC1SC(Cl)=C(Cl)C=1C(=O)CCl.[C:13]([C:16]1[S:17][CH:18]=[CH:19][CH:20]=1)(=[O:15])[CH3:14].[Cl:21][CH2:22][C:23](Cl)=[O:24]. No catalyst specified. The product is [C:13]([C:16]1[S:17][C:18]([C:23](=[O:24])[CH2:22][Cl:21])=[CH:19][CH:20]=1)(=[O:15])[CH3:14]. The yield is 0.250. (5) The reactants are C([O:8][C@@H:9]1[CH2:13][CH2:12][CH2:11][C@H:10]1[NH2:14])C1C=CC=CC=1.[C:15]([OH:21])([C:17]([F:20])([F:19])[F:18])=[O:16]. The catalyst is CCO.[OH-].[OH-].[Pd+2]. The product is [OH:21][C:15]([C:17]([F:20])([F:19])[F:18])=[O:16].[NH2:14][C@@H:10]1[CH2:11][CH2:12][CH2:13][C@H:9]1[OH:8]. The yield is 1.00. (6) The reactants are [C:1]([O:5][C:6]([N:8]1[CH2:13][CH2:12][CH:11]([C:14]#[C:15][C:16]2[CH:17]=[C:18]([N:26]([CH2:33][CH3:34])[CH:27]3[CH2:32][CH2:31][O:30][CH2:29][CH2:28]3)[C:19]([CH3:25])=[C:20]([CH:24]=2)[C:21](O)=[O:22])[CH2:10][CH2:9]1)=[O:7])([CH3:4])([CH3:3])[CH3:2].C(N(CC)CC)C.[Cl-].[CH3:43][C:44]1[CH:49]=[C:48]([CH3:50])[NH:47][C:46](=[O:51])[C:45]=1[CH2:52][NH3+:53].C1C=CC2N(O)N=NC=2C=1.C(Cl)CCl. The catalyst is CS(C)=O. The product is [CH3:43][C:44]1[CH:49]=[C:48]([CH3:50])[NH:47][C:46](=[O:51])[C:45]=1[CH2:52][NH:53][C:21]([C:20]1[CH:24]=[C:16]([C:15]#[C:14][CH:11]2[CH2:12][CH2:13][N:8]([C:6]([O:5][C:1]([CH3:3])([CH3:4])[CH3:2])=[O:7])[CH2:9][CH2:10]2)[CH:17]=[C:18]([N:26]([CH2:33][CH3:34])[CH:27]2[CH2:32][CH2:31][O:30][CH2:29][CH2:28]2)[C:19]=1[CH3:25])=[O:22]. The yield is 0.980. (7) The reactants are [Br:1][C:2]1[N:6]([C@H:7]2[O:20][CH2:19][C@@H:14]([O:15]C(=O)C)[C@@H:9]([O:10]C(=O)C)[CH2:8]2)[C:5]2[CH:21]=[C:22]([Cl:26])[C:23]([Cl:25])=[CH:24][C:4]=2[N:3]=1.C(=O)([O-])[O-].[Na+].[Na+]. The catalyst is O. The product is [Br:1][C:2]1[N:6]([C@H:7]2[O:20][CH2:19][C@@H:14]([OH:15])[C@@H:9]([OH:10])[CH2:8]2)[C:5]2[CH:21]=[C:22]([Cl:26])[C:23]([Cl:25])=[CH:24][C:4]=2[N:3]=1. The yield is 0.650. (8) The yield is 0.790. The product is [CH3:18][O:17][C:14]1[CH:13]=[CH:12][C:11]([S:10][C:19]2[CH:24]=[CH:23][CH:22]=[CH:21][CH:20]=2)=[CH:16][CH:15]=1. The reactants are [CH3:18][O:17][C:14]1[CH:15]=[CH:16][C:11]([S:10][S:10][C:11]2[CH:16]=[CH:15][C:14]([O:17][CH3:18])=[CH:13][CH:12]=2)=[CH:12][CH:13]=1.[C:19]1([Mg]Br)[CH:24]=[CH:23][CH:22]=[CH:21][CH:20]=1. The catalyst is O1CCCC1.